Dataset: Peptide-MHC class II binding affinity with 134,281 pairs from IEDB. Task: Regression. Given a peptide amino acid sequence and an MHC pseudo amino acid sequence, predict their binding affinity value. This is MHC class II binding data. (1) The peptide sequence is MYLGTCKTLTPLMSS. The MHC is DRB1_0802 with pseudo-sequence DRB1_0802. The binding affinity (normalized) is 0.472. (2) The peptide sequence is GRIQDLEKYVEDTKI. The MHC is DRB1_0405 with pseudo-sequence DRB1_0405. The binding affinity (normalized) is 0.0619. (3) The peptide sequence is VTANRAELKALIASN. The MHC is HLA-DQA10501-DQB10301 with pseudo-sequence HLA-DQA10501-DQB10301. The binding affinity (normalized) is 0.351.